Dataset: Full USPTO retrosynthesis dataset with 1.9M reactions from patents (1976-2016). Task: Predict the reactants needed to synthesize the given product. (1) Given the product [CH2:1]([O:8][C:9]([N:11]1[CH2:16][CH2:15][CH:14]([N:17]2[CH2:22][CH2:21][CH2:20][CH2:19][C:18]2=[O:24])[CH2:13][CH2:12]1)=[O:10])[C:2]1[CH:7]=[CH:6][CH:5]=[CH:4][CH:3]=1, predict the reactants needed to synthesize it. The reactants are: [CH2:1]([O:8][C:9]([N:11]1[CH2:16][CH2:15][CH:14]([NH:17][C:18](=[O:24])[CH2:19][CH2:20][CH2:21][CH2:22]Cl)[CH2:13][CH2:12]1)=[O:10])[C:2]1[CH:7]=[CH:6][CH:5]=[CH:4][CH:3]=1.[H-].[Na+]. (2) Given the product [CH2:17]([O:1][C:2]1[CH:7]=[CH:6][C:5]([CH2:8][CH2:9][C:10]([O:12][CH2:13][CH3:14])=[O:11])=[CH:4][C:3]=1[O:15][CH3:16])[CH3:18], predict the reactants needed to synthesize it. The reactants are: [OH:1][C:2]1[CH:7]=[CH:6][C:5]([CH2:8][CH2:9][C:10]([O:12][CH2:13][CH3:14])=[O:11])=[CH:4][C:3]=1[O:15][CH3:16].[CH2:17](I)[CH3:18].C(=O)([O-])[O-].[K+].[K+].CN(C=O)C.